From a dataset of NCI-60 drug combinations with 297,098 pairs across 59 cell lines. Regression. Given two drug SMILES strings and cell line genomic features, predict the synergy score measuring deviation from expected non-interaction effect. (1) Drug 1: CC1=CC2C(CCC3(C2CCC3(C(=O)C)OC(=O)C)C)C4(C1=CC(=O)CC4)C. Drug 2: B(C(CC(C)C)NC(=O)C(CC1=CC=CC=C1)NC(=O)C2=NC=CN=C2)(O)O. Cell line: CAKI-1. Synergy scores: CSS=1.42, Synergy_ZIP=0.932, Synergy_Bliss=1.55, Synergy_Loewe=0.547, Synergy_HSA=-2.32. (2) Drug 1: CC12CCC3C(C1CCC2=O)CC(=C)C4=CC(=O)C=CC34C. Drug 2: C1CN(CCN1C(=O)CCBr)C(=O)CCBr. Cell line: PC-3. Synergy scores: CSS=29.8, Synergy_ZIP=-0.694, Synergy_Bliss=2.22, Synergy_Loewe=-5.11, Synergy_HSA=4.00. (3) Drug 1: CC(CN1CC(=O)NC(=O)C1)N2CC(=O)NC(=O)C2. Drug 2: CN(C(=O)NC(C=O)C(C(C(CO)O)O)O)N=O. Cell line: ACHN. Synergy scores: CSS=35.0, Synergy_ZIP=-6.82, Synergy_Bliss=0.0995, Synergy_Loewe=-11.9, Synergy_HSA=0.527. (4) Drug 1: CC1=C(C(CCC1)(C)C)C=CC(=CC=CC(=CC(=O)O)C)C. Drug 2: COCCOC1=C(C=C2C(=C1)C(=NC=N2)NC3=CC=CC(=C3)C#C)OCCOC.Cl. Cell line: IGROV1. Synergy scores: CSS=11.1, Synergy_ZIP=3.18, Synergy_Bliss=5.39, Synergy_Loewe=-4.74, Synergy_HSA=2.07. (5) Drug 1: C1=C(C(=O)NC(=O)N1)N(CCCl)CCCl. Drug 2: CC1CCC2CC(C(=CC=CC=CC(CC(C(=O)C(C(C(=CC(C(=O)CC(OC(=O)C3CCCCN3C(=O)C(=O)C1(O2)O)C(C)CC4CCC(C(C4)OC)OCCO)C)C)O)OC)C)C)C)OC. Cell line: HT29. Synergy scores: CSS=30.5, Synergy_ZIP=-2.91, Synergy_Bliss=7.17, Synergy_Loewe=6.42, Synergy_HSA=9.39. (6) Drug 1: CC1OCC2C(O1)C(C(C(O2)OC3C4COC(=O)C4C(C5=CC6=C(C=C35)OCO6)C7=CC(=C(C(=C7)OC)O)OC)O)O. Drug 2: C#CCC(CC1=CN=C2C(=N1)C(=NC(=N2)N)N)C3=CC=C(C=C3)C(=O)NC(CCC(=O)O)C(=O)O. Cell line: KM12. Synergy scores: CSS=18.8, Synergy_ZIP=-8.21, Synergy_Bliss=-4.44, Synergy_Loewe=-3.00, Synergy_HSA=-3.09. (7) Drug 1: C1=C(C(=O)NC(=O)N1)N(CCCl)CCCl. Drug 2: C1C(C(OC1N2C=NC3=C(N=C(N=C32)Cl)N)CO)O. Cell line: NCI-H522. Synergy scores: CSS=24.9, Synergy_ZIP=-4.87, Synergy_Bliss=-5.11, Synergy_Loewe=-3.03, Synergy_HSA=-2.89.